This data is from Reaction yield outcomes from USPTO patents with 853,638 reactions. The task is: Predict the reaction yield, written as a fraction of the theoretical maximum amount of product (1.0 means a 100% yield; for example, 0.34 means a 34% yield). (1) The reactants are I[C:2]1[CH:3]=[CH:4][C:5]2[N:6]([CH:8]=[C:9]([C:11]([NH:13][CH3:14])=[O:12])[N:10]=2)[N:7]=1.C(=O)([O-])[O-].[K+].[K+].[NH2:21][C:22]1[CH:23]=[C:24]([OH:28])[CH:25]=[CH:26][CH:27]=1. The catalyst is CN(C)C=O. The product is [NH2:21][C:22]1[CH:23]=[C:24]([CH:25]=[CH:26][CH:27]=1)[O:28][C:2]1[CH:3]=[CH:4][C:5]2[N:6]([CH:8]=[C:9]([C:11]([NH:13][CH3:14])=[O:12])[N:10]=2)[N:7]=1. The yield is 0.360. (2) The reactants are [N+:1]([C:4]1[CH:5]=[CH:6][C:7]2[CH2:13][CH2:12][C:11](=O)[CH2:10][CH2:9][C:8]=2[CH:15]=1)([O-:3])=[O:2].ClCCCl.[NH:20]1[CH2:25][CH2:24][O:23][CH2:22][CH2:21]1.C(O)(=O)C.C(O[BH-](OC(=O)C)OC(=O)C)(=O)C.[Na+]. The catalyst is C(Cl)Cl. The product is [N+:1]([C:4]1[CH:5]=[CH:6][C:7]2[CH2:13][CH2:12][CH:11]([N:20]3[CH2:25][CH2:24][O:23][CH2:22][CH2:21]3)[CH2:10][CH2:9][C:8]=2[CH:15]=1)([O-:3])=[O:2]. The yield is 0.700. (3) The reactants are S([O:6][CH3:7])(OC)(=O)=O.[OH:8][C:9](=[CH:13][C:14]1[CH:19]=[CH:18][CH:17]=[C:16]([N+:20]([O-:22])=[O:21])[CH:15]=1)[C:10](O)=[O:11].[C:23](=O)([O-])[O-].[Cs+].[Cs+]. The catalyst is CN(C=O)C. The product is [CH3:23][O:8][C:9](=[CH:13][C:14]1[CH:19]=[CH:18][CH:17]=[C:16]([N+:20]([O-:22])=[O:21])[CH:15]=1)[C:10]([O:6][CH3:7])=[O:11]. The yield is 0.670. (4) The reactants are C(N(CC)CC)C.O1CCCC1.[NH:13]1[CH2:18][CH2:17][O:16][CH2:15][CH2:14]1.[Cl:19][CH2:20][C:21](Cl)=[O:22]. The catalyst is CCOCC. The product is [Cl:19][CH2:20][C:21]([N:13]1[CH2:18][CH2:17][O:16][CH2:15][CH2:14]1)=[O:22]. The yield is 0.766. (5) The reactants are [C:1]([O:5][C:6]([NH:8][C@@H:9]([CH2:21][C:22]1[CH:27]=[CH:26][CH:25]=[CH:24][CH:23]=1)[C:10]([O:12][C@@H:13]1[CH:18]2[CH2:19][CH2:20][N:15]([CH2:16][CH2:17]2)[CH2:14]1)=[O:11])=[O:7])([CH3:4])([CH3:3])[CH3:2].[Br:28][CH2:29][C:30]([C:32]1[CH:37]=[CH:36][CH:35]=[CH:34][CH:33]=1)=[O:31]. The catalyst is CCOC(C)=O. The product is [Br-:28].[C:1]([O:5][C:6]([NH:8][C@@H:9]([CH2:21][C:22]1[CH:23]=[CH:24][CH:25]=[CH:26][CH:27]=1)[C:10]([O:12][C@@H:13]1[CH:18]2[CH2:19][CH2:20][N+:15]([CH2:29][C:30](=[O:31])[C:32]3[CH:37]=[CH:36][CH:35]=[CH:34][CH:33]=3)([CH2:16][CH2:17]2)[CH2:14]1)=[O:11])=[O:7])([CH3:4])([CH3:2])[CH3:3]. The yield is 0.810.